This data is from Catalyst prediction with 721,799 reactions and 888 catalyst types from USPTO. The task is: Predict which catalyst facilitates the given reaction. (1) Reactant: CS(O[C@H:6]1[CH2:30][CH2:29][C@@:28]2([CH3:31])[C:8](=[CH:9][CH2:10][C@@H:11]3[C@@H:27]2[CH2:26][CH2:25][C@@:24]2([CH3:32])[C@H:12]3[CH2:13][CH2:14][C@@H:15]2[C@H:16]([CH3:23])[CH2:17][CH2:18][CH2:19][CH:20]([CH3:22])[CH3:21])[CH2:7]1)(=O)=O.[Si]([N:37]=[N+:38]=[N-:39])(C)(C)C.B(F)(F)F.CCOCC.C([O-])(O)=O.[Na+]. Product: [N:37]([C@H:6]1[CH2:30][CH2:29][C@@:28]2([CH3:31])[C:8](=[CH:9][CH2:10][C@@H:11]3[C@@H:27]2[CH2:26][CH2:25][C@@:24]2([CH3:32])[C@H:12]3[CH2:13][CH2:14][C@@H:15]2[C@H:16]([CH3:23])[CH2:17][CH2:18][CH2:19][CH:20]([CH3:22])[CH3:21])[CH2:7]1)=[N+:38]=[N-:39]. The catalyst class is: 2. (2) Product: [CH3:1][O:2][C:3]1[CH:4]=[CH:5][C:6]([C:7]([NH:9][C:10]2[C:11]([NH:16][C:17]([O:19][CH2:20][CH2:21][O:22][CH:23]3[CH2:24][CH2:25][NH:26][CH2:27][CH2:28]3)=[O:18])=[CH:12][CH:13]=[CH:14][CH:15]=2)=[O:8])=[CH:36][CH:37]=1. Reactant: [CH3:1][O:2][C:3]1[CH:37]=[CH:36][C:6]([C:7]([NH:9][C:10]2[C:11]([NH:16][C:17]([O:19][CH2:20][CH2:21][O:22][CH:23]3[CH2:28][CH2:27][N:26](C(OC(C)(C)C)=O)[CH2:25][CH2:24]3)=[O:18])=[CH:12][CH:13]=[CH:14][CH:15]=2)=[O:8])=[CH:5][CH:4]=1.FC(F)(F)C(O)=O.Cl. The catalyst class is: 2. (3) Reactant: Cl[C:2]1[C:7]([Cl:8])=[N:6][CH:5]=[CH:4][N:3]=1.[Cl:9][C:10]1[CH:15]=[CH:14][C:13](B(O)O)=[CH:12][CH:11]=1.[F-].[K+]. Product: [Cl:8][C:7]1[C:2]([C:13]2[CH:14]=[CH:15][C:10]([Cl:9])=[CH:11][CH:12]=2)=[N:3][CH:4]=[CH:5][N:6]=1. The catalyst class is: 398. (4) Reactant: [NH2:1][C:2]1[CH:7]=[CH:6][C:5]([CH:8]2[CH2:13][CH2:12][N:11]([C:14]([O:16][C:17]([CH3:20])([CH3:19])[CH3:18])=[O:15])[CH2:10][CH2:9]2)=[CH:4][CH:3]=1.C(N(CC)CC)C.[CH3:28][CH:29]([CH3:33])[C:30](Cl)=[O:31]. The catalyst class is: 1. Product: [CH3:28][CH:29]([CH3:33])[C:30]([NH:1][C:2]1[CH:3]=[CH:4][C:5]([CH:8]2[CH2:9][CH2:10][NH:11][CH2:12][CH2:13]2)=[CH:6][CH:7]=1)=[O:31].[C:30]([NH:1][C:2]1[CH:7]=[CH:6][C:5]([CH:8]2[CH2:9][CH2:10][N:11]([C:14]([O:16][C:17]([CH3:20])([CH3:19])[CH3:18])=[O:15])[CH2:12][CH2:13]2)=[CH:4][CH:3]=1)(=[O:31])[CH:29]([CH3:33])[CH3:28]. (5) Reactant: Br[N:2]1[C:10]2[C:5](=[CH:6][CH:7]=[CH:8][CH:9]=2)[CH:4]=[C:3]1[CH:11]1[CH2:16][CH2:15][CH2:14][CH2:13][CH2:12]1.[CH3:17][N:18]1[C:22](B(O)O)=[CH:21][C:20]([C:26](F)(F)F)=[N:19]1.C(=O)([O-])[O-].[K+].[K+].O. Product: [CH:11]1([C:3]2[NH:2][C:10]3[C:5]([CH:4]=2)=[CH:6][C:7]([C:22]2[N:18]([CH3:17])[N:19]=[C:20]([CH3:26])[CH:21]=2)=[CH:8][CH:9]=3)[CH2:16][CH2:15][CH2:14][CH2:13][CH2:12]1. The catalyst class is: 12.